From a dataset of Reaction yield outcomes from USPTO patents with 853,638 reactions. Predict the reaction yield, written as a fraction of the theoretical maximum amount of product (1.0 means a 100% yield; for example, 0.34 means a 34% yield). The reactants are N1[CH:6]=[CH:5][CH:4]=[C:3]([B:7]([OH:9])[OH:8])[CH:2]=1.CCN(CC)CC.[CH3:17][O:18]CCOC. The catalyst is O.C1C=CC([P]([Pd]([P](C2C=CC=CC=2)(C2C=CC=CC=2)C2C=CC=CC=2)([P](C2C=CC=CC=2)(C2C=CC=CC=2)C2C=CC=CC=2)[P](C2C=CC=CC=2)(C2C=CC=CC=2)C2C=CC=CC=2)(C2C=CC=CC=2)C2C=CC=CC=2)=CC=1. The product is [OH:18][C:17]1[CH:2]=[C:3]([B:7]([OH:9])[OH:8])[CH:4]=[CH:5][CH:6]=1. The yield is 0.870.